This data is from Serine/threonine kinase 33 screen with 319,792 compounds. The task is: Binary Classification. Given a drug SMILES string, predict its activity (active/inactive) in a high-throughput screening assay against a specified biological target. (1) The drug is N1(CCC(CC1)C)c1nnc(c2c1cccc2)c1ccc(cc1)C. The result is 0 (inactive). (2) The drug is FC(F)(F)CNC(=O)Nc1ncccn1. The result is 0 (inactive). (3) The molecule is Clc1c(CC(OCC(=O)NC(=O)NC(C)(C)C)=O)c(Cl)ccc1. The result is 0 (inactive).